Dataset: Reaction yield outcomes from USPTO patents with 853,638 reactions. Task: Predict the reaction yield, written as a fraction of the theoretical maximum amount of product (1.0 means a 100% yield; for example, 0.34 means a 34% yield). The reactants are [CH3:1][C:2]1[S:3][CH:4]=[C:5]([C:7]([OH:9])=O)[N:6]=1.[NH2:10][C:11]1[CH:12]=[C:13]([CH:30]=[CH:31][C:32]=1[CH3:33])[O:14][C:15]1[CH:16]=[CH:17][C:18]2[N:19]([CH:21]=[C:22]([NH:24][C:25]([CH:27]3[CH2:29][CH2:28]3)=[O:26])[N:23]=2)[N:20]=1.ON1C2C=CC=CC=2N=N1.Cl.C(N=C=NCCCN(C)C)C.C(N(CC)CC)C. The catalyst is CN(C)C=O. The product is [CH:27]1([C:25]([NH:24][C:22]2[N:23]=[C:18]3[CH:17]=[CH:16][C:15]([O:14][C:13]4[CH:30]=[CH:31][C:32]([CH3:33])=[C:11]([NH:10][C:7]([C:5]5[N:6]=[C:2]([CH3:1])[S:3][CH:4]=5)=[O:9])[CH:12]=4)=[N:20][N:19]3[CH:21]=2)=[O:26])[CH2:28][CH2:29]1. The yield is 0.620.